From a dataset of Full USPTO retrosynthesis dataset with 1.9M reactions from patents (1976-2016). Predict the reactants needed to synthesize the given product. (1) Given the product [C:1]([O:5][C:6]([N:8]1[CH2:13][CH2:12][CH2:11][CH2:10][CH:9]1[C:14]#[N:19])=[O:7])([CH3:4])([CH3:3])[CH3:2], predict the reactants needed to synthesize it. The reactants are: [C:1]([O:5][C:6]([N:8]1[CH2:13][CH2:12][CH2:11][CH2:10][CH:9]1[C:14](O)=O)=[O:7])([CH3:4])([CH3:3])[CH3:2].C([N:19](CC)CC)C.ClC(OCC)=O.N. (2) Given the product [F:15][C:2]([F:1])([F:16])[C:3]1[C:4]2[O:14][CH2:13][O:12][C:5]=2[CH:6]=[C:7]([CH:11]=1)[C:8]([N:17]1[CH2:22][CH2:21][CH2:20][CH2:19][CH2:18]1)=[O:10], predict the reactants needed to synthesize it. The reactants are: [F:1][C:2]([F:16])([F:15])[C:3]1[C:4]2[O:14][CH2:13][O:12][C:5]=2[CH:6]=[C:7]([CH:11]=1)[C:8]([OH:10])=O.[NH:17]1[CH2:22][CH2:21][CH2:20][CH2:19][CH2:18]1.C(N(CC)CC)C.CN(C(ON1N=NC2C=CC=CC1=2)=[N+](C)C)C.F[P-](F)(F)(F)(F)F.